This data is from NCI-60 drug combinations with 297,098 pairs across 59 cell lines. The task is: Regression. Given two drug SMILES strings and cell line genomic features, predict the synergy score measuring deviation from expected non-interaction effect. (1) Synergy scores: CSS=6.45, Synergy_ZIP=-7.18, Synergy_Bliss=-6.91, Synergy_Loewe=-10.9, Synergy_HSA=-6.66. Cell line: SW-620. Drug 1: C1=NC2=C(N1)C(=S)N=C(N2)N. Drug 2: C1=NC2=C(N=C(N=C2N1C3C(C(C(O3)CO)O)O)F)N. (2) Drug 1: CC(C1=C(C=CC(=C1Cl)F)Cl)OC2=C(N=CC(=C2)C3=CN(N=C3)C4CCNCC4)N. Drug 2: C1=CC=C(C(=C1)C(C2=CC=C(C=C2)Cl)C(Cl)Cl)Cl. Cell line: SK-MEL-5. Synergy scores: CSS=3.47, Synergy_ZIP=3.34, Synergy_Bliss=8.39, Synergy_Loewe=2.93, Synergy_HSA=3.01. (3) Drug 1: CS(=O)(=O)C1=CC(=C(C=C1)C(=O)NC2=CC(=C(C=C2)Cl)C3=CC=CC=N3)Cl. Drug 2: C1=NNC2=C1C(=O)NC=N2. Cell line: U251. Synergy scores: CSS=8.23, Synergy_ZIP=-2.54, Synergy_Bliss=-0.586, Synergy_Loewe=-0.802, Synergy_HSA=0.532. (4) Drug 1: CCC(=C(C1=CC=CC=C1)C2=CC=C(C=C2)OCCN(C)C)C3=CC=CC=C3.C(C(=O)O)C(CC(=O)O)(C(=O)O)O. Drug 2: CNC(=O)C1=NC=CC(=C1)OC2=CC=C(C=C2)NC(=O)NC3=CC(=C(C=C3)Cl)C(F)(F)F. Cell line: M14. Synergy scores: CSS=0.291, Synergy_ZIP=0.528, Synergy_Bliss=1.65, Synergy_Loewe=-3.72, Synergy_HSA=-1.86. (5) Drug 2: CN(C(=O)NC(C=O)C(C(C(CO)O)O)O)N=O. Drug 1: CCN(CC)CCNC(=O)C1=C(NC(=C1C)C=C2C3=C(C=CC(=C3)F)NC2=O)C. Synergy scores: CSS=9.24, Synergy_ZIP=-1.36, Synergy_Bliss=1.18, Synergy_Loewe=-68.6, Synergy_HSA=1.68. Cell line: EKVX. (6) Drug 1: CN(CCCl)CCCl.Cl. Drug 2: CC1C(C(CC(O1)OC2CC(CC3=C2C(=C4C(=C3O)C(=O)C5=CC=CC=C5C4=O)O)(C(=O)C)O)N)O. Cell line: OVCAR-8. Synergy scores: CSS=39.9, Synergy_ZIP=-5.87, Synergy_Bliss=-3.43, Synergy_Loewe=0.112, Synergy_HSA=0.876.